Dataset: Full USPTO retrosynthesis dataset with 1.9M reactions from patents (1976-2016). Task: Predict the reactants needed to synthesize the given product. (1) Given the product [ClH:12].[NH2:13][C:9]1[CH:8]=[C:4]([CH:3]=[C:2]([OH:1])[CH:10]=1)[C:5]([OH:7])=[O:6], predict the reactants needed to synthesize it. The reactants are: [OH:1][C:2]1[CH:3]=[C:4]([CH:8]=[C:9](O)[CH:10]=1)[C:5]([OH:7])=[O:6].[Cl-:12].[NH4+:13].[OH-].[NH4+]. (2) Given the product [F:19][C:20]([F:33])([F:32])[S:21]([O:1][C:2]1[CH:11]=[CH:10][C:5]([C:6]([O:8][CH3:9])=[O:7])=[CH:4][C:3]=1[C:12]1([CH:17]=[CH2:18])[CH2:16][CH2:15][CH2:14][CH2:13]1)(=[O:23])=[O:22], predict the reactants needed to synthesize it. The reactants are: [OH:1][C:2]1[CH:11]=[CH:10][C:5]([C:6]([O:8][CH3:9])=[O:7])=[CH:4][C:3]=1[C:12]1([CH:17]=[CH2:18])[CH2:16][CH2:15][CH2:14][CH2:13]1.[F:19][C:20]([F:33])([F:32])[S:21](O[S:21]([C:20]([F:33])([F:32])[F:19])(=[O:23])=[O:22])(=[O:23])=[O:22].CCOC(C)=O. (3) The reactants are: [CH:1]([C:3]1[S:4][C:5]([C:9]2[CH:14]=[CH:13][CH:12]=[CH:11][CH:10]=2)=[C:6]([CH3:8])[CH:7]=1)=O.C([O:17][C:18](=[O:22])[CH:19](Br)[CH3:20])C. Given the product [CH3:20][C:19](=[CH:1][C:3]1[S:4][C:5]([C:9]2[CH:14]=[CH:13][CH:12]=[CH:11][CH:10]=2)=[C:6]([CH3:8])[CH:7]=1)[C:18]([OH:22])=[O:17], predict the reactants needed to synthesize it.